This data is from Retrosynthesis with 50K atom-mapped reactions and 10 reaction types from USPTO. The task is: Predict the reactants needed to synthesize the given product. (1) Given the product Cn1cc(CC(=O)N/N=C2\C(=O)Nc3ccc(C(=O)O)c(Cl)c32)ccc1=O, predict the reactants needed to synthesize it. The reactants are: Cn1cc(CC(=O)NN)ccc1=O.O=C1Nc2ccc(C(=O)O)c(Cl)c2C1=O. (2) Given the product CC(C)(O)C(NC(=O)N1CC(=O)N(COCC[Si](C)(C)C)c2cc(C3CC3)cnc21)c1ccc(OC(F)(F)F)c(F)c1, predict the reactants needed to synthesize it. The reactants are: CC(C)(O)C(NC(=O)N1CC(=O)N(COCC[Si](C)(C)C)c2cc(I)cnc21)c1ccc(OC(F)(F)F)c(F)c1.OB(O)C1CC1. (3) Given the product COC(=O)c1ccc2c(c1)NC(=O)/C2=C(\Nc1ccc(CNS(C)(=O)=O)cc1)c1ccccc1, predict the reactants needed to synthesize it. The reactants are: COC(=O)c1ccc2c(c1)NC(=O)/C2=C(\Nc1ccc(CN)cc1)c1ccccc1.CS(=O)(=O)Cl. (4) Given the product COCCCN1C(=O)CCc2ccc(COC3CN(C(=O)OC(C)(C)C)CCC3c3ccc(OCCOCCc4ccccc4OC)cc3)cc21, predict the reactants needed to synthesize it. The reactants are: COCCCN1C(=O)CCc2ccc(CCl)cc21.COc1ccccc1CCOCCOc1ccc(C2CCN(C(=O)OC(C)(C)C)CC2O)cc1. (5) Given the product Cn1cncc1C(O)(c1ccc2nc(C(F)(F)F)c(C(=O)N3CCCCC3)c(C(F)(F)F)c2c1)C1CCNCC1, predict the reactants needed to synthesize it. The reactants are: Cn1cncc1C(O)(c1ccc2nc(C(F)(F)F)c(C(=O)N3CCCCC3)c(C(F)(F)F)c2c1)C1CCN(C(=O)OC(C)(C)C)CC1. (6) Given the product CCN(CC)c1ccc(-c2cc(-c3ccc(C(=O)O)cc3)ccc2OCCCCNC(C)C)cc1C(C)(C)C, predict the reactants needed to synthesize it. The reactants are: CCOC(=O)c1ccc(-c2ccc(OCCCCNC(C)C)c(-c3ccc(N(CC)CC)c(C(C)(C)C)c3)c2)cc1. (7) Given the product CC(C)C(C(=O)OC(F)c1cccc(Oc2ccccc2)c1)c1ccc(Cl)cc1, predict the reactants needed to synthesize it. The reactants are: CC(C)C(C(=O)[O-])c1ccc(Cl)cc1.FC(Br)c1cccc(Oc2ccccc2)c1.